This data is from Forward reaction prediction with 1.9M reactions from USPTO patents (1976-2016). The task is: Predict the product of the given reaction. (1) Given the reactants [F:1][C:2]([F:17])([F:16])[C:3]([NH:5][CH2:6][CH2:7][C:8]1[CH:13]=[CH:12][C:11]([Cl:14])=[CH:10][C:9]=1[I:15])=[O:4].C([O-])([O-])=O.[K+].[K+].[OH-].[K+].[CH2:26](Br)[CH:27]=[CH2:28].Cl, predict the reaction product. The product is: [CH2:28]([N:5]([CH2:6][CH2:7][C:8]1[CH:13]=[CH:12][C:11]([Cl:14])=[CH:10][C:9]=1[I:15])[C:3](=[O:4])[C:2]([F:16])([F:1])[F:17])[CH:27]=[CH2:26]. (2) The product is: [C:23]([C:22]1[CH:25]=[CH:26][C:27]([CH3:28])=[C:20]([NH:19][C:14](=[O:15])[C:13]2[CH:17]=[CH:18][C:10]([O:9][CH2:8][C:3]3[CH:4]=[CH:5][CH:6]=[CH:7][N:2]=3)=[CH:11][CH:12]=2)[CH:21]=1)#[N:24]. Given the reactants Cl.[N:2]1[CH:7]=[CH:6][CH:5]=[CH:4][C:3]=1[CH2:8][O:9][C:10]1[CH:18]=[CH:17][C:13]([C:14](Cl)=[O:15])=[CH:12][CH:11]=1.[NH2:19][C:20]1[CH:21]=[C:22]([CH:25]=[CH:26][C:27]=1[CH3:28])[C:23]#[N:24], predict the reaction product. (3) Given the reactants [OH:1][C:2]1[C:11]2[C:6](=[CH:7][CH:8]=[CH:9][CH:10]=2)[N:5]([CH:12]=[CH:13][C:14](=[CH2:16])[CH3:15])[C:4](=[O:17])[C:3]=1[C:18]([O:20]CC)=O.[C:23]([NH:32][NH2:33])(=[O:31])[CH2:24][CH2:25][CH2:26][CH2:27][CH2:28][CH2:29][CH3:30], predict the reaction product. The product is: [OH:1][C:2]1[C:11]2[C:6](=[CH:7][CH:8]=[CH:9][CH:10]=2)[N:5]([CH:12]=[CH:13][C:14](=[CH2:16])[CH3:15])[C:4](=[O:17])[C:3]=1[C:18]([NH:33][NH:32][C:23](=[O:31])[CH2:24][CH2:25][CH2:26][CH2:27][CH2:28][CH2:29][CH3:30])=[O:20]. (4) Given the reactants BrC1C=C(OC)C=C(OC)C=1.O1C2C=CC(C=O)=CC=2OC1.C([Li])CCC.[O:28]1[C:33]2[CH:34]=[CH:35][C:36]([CH:38]([C:40]3[CH:45]=[C:44]([O:46][CH3:47])[CH:43]=[C:42]([O:48][CH3:49])[CH:41]=3)[OH:39])=[CH:37][C:32]=2[O:31][CH2:30]C1, predict the reaction product. The product is: [O:28]1[C:33]2[CH:34]=[CH:35][C:36]([CH:38]([C:40]3[CH:45]=[C:44]([O:46][CH3:47])[CH:43]=[C:42]([O:48][CH3:49])[CH:41]=3)[OH:39])=[CH:37][C:32]=2[O:31][CH2:30]1. (5) Given the reactants C(N(CC)CC)C.[NH2:8][C:9]1[CH:14]=[C:13]([Br:15])[CH:12]=[CH:11][C:10]=1[OH:16].Cl[CH2:18][C:19](Cl)=[O:20].[H-].[Na+], predict the reaction product. The product is: [Br:15][C:13]1[CH:12]=[CH:11][C:10]2[O:16][CH2:18][C:19](=[O:20])[NH:8][C:9]=2[CH:14]=1. (6) The product is: [Cl:54][C:55]1[CH:60]=[CH:59][CH:58]=[CH:57][C:56]=1[NH:61][C:62](=[O:63])[NH:32][C:33]1[CH:34]=[CH:35][C:36]([C:39]2[S:43][C:42]([CH:44]3[CH2:45][CH2:46][CH:47]([C:50]([O:52][CH3:53])=[O:51])[CH2:48][CH2:49]3)=[N:41][CH:40]=2)=[CH:37][CH:38]=1. Given the reactants FC(F)(F)C1C=C(NC(=O)NC2C=CC(C3SC(CCC(OC)=O)=NC=3)=CC=2)C=CC=1.[NH2:32][C:33]1[CH:38]=[CH:37][C:36]([C:39]2[S:43][C:42]([CH:44]3[CH2:49][CH2:48][CH:47]([C:50]([O:52][CH3:53])=[O:51])[CH2:46][CH2:45]3)=[N:41][CH:40]=2)=[CH:35][CH:34]=1.[Cl:54][C:55]1[CH:60]=[CH:59][CH:58]=[CH:57][C:56]=1[N:61]=[C:62]=[O:63], predict the reaction product. (7) Given the reactants [CH:1]([CH:3]1[CH2:8][CH2:7][N:6]([C:9]([O:11][C:12]([CH3:15])([CH3:14])[CH3:13])=[O:10])[CH2:5][CH2:4]1)=O.Cl.[NH2:17][OH:18].C(=O)([O-])[O-].[Na+].[Na+], predict the reaction product. The product is: [OH:18][N:17]=[CH:1][CH:3]1[CH2:8][CH2:7][N:6]([C:9]([O:11][C:12]([CH3:15])([CH3:14])[CH3:13])=[O:10])[CH2:5][CH2:4]1. (8) Given the reactants [N+:1]([C:4]1[CH:5]=[CH:6][C:7]([O:10][C:11]2[CH:12]=[C:13]3[C:17](=[CH:18][CH:19]=2)[NH:16][N:15]=[CH:14]3)=[N:8][CH:9]=1)([O-:3])=[O:2].[H-].[Na+].[CH3:22]I, predict the reaction product. The product is: [N+:1]([C:4]1[CH:5]=[CH:6][C:7]([O:10][C:11]2[CH:12]=[C:13]3[C:17](=[CH:18][CH:19]=2)[N:16]([CH3:22])[N:15]=[CH:14]3)=[N:8][CH:9]=1)([O-:3])=[O:2]. (9) Given the reactants [Br:1][C:2]1[N:9]=[CH:8][CH:7]=[C:6]([Cl:10])[C:3]=1[CH:4]=[O:5].CN(C)C(=O)C.CO.[BH4-].[Na+], predict the reaction product. The product is: [Br:1][C:2]1[C:3]([CH2:4][OH:5])=[C:6]([Cl:10])[CH:7]=[CH:8][N:9]=1. (10) The product is: [F:13][C:10]1[N:11]=[CH:12][C:7]2[NH:6][C:5]3[N:14]=[CH:15][C:2]([C:20]4[CH:19]=[CH:18][C:17]([CH2:16][N:11]5[CH2:12][CH2:7][CH2:8][CH2:9][CH2:10]5)=[CH:22][CH:21]=4)=[CH:3][C:4]=3[C:8]=2[CH:9]=1. Given the reactants Br[C:2]1[CH:15]=[N:14][C:5]2[NH:6][C:7]3[CH:12]=[N:11][C:10]([F:13])=[CH:9][C:8]=3[C:4]=2[CH:3]=1.[CH2:16](C1CCN(B(O)O)CC1)[C:17]1[CH:22]=[CH:21][CH:20]=[CH:19][CH:18]=1, predict the reaction product.